This data is from Catalyst prediction with 721,799 reactions and 888 catalyst types from USPTO. The task is: Predict which catalyst facilitates the given reaction. (1) Reactant: [Cl:1][C:2]1[C:3]([N:10]([CH:19]2[CH2:24][CH2:23][O:22][CH2:21][CH2:20]2)[NH:11]C(OC(C)(C)C)=O)=[N:4][C:5]([C:8]#[N:9])=[N:6][CH:7]=1.C1(C)C=CC(S(O)(=O)=O)=CC=1. Product: [Cl:1][C:2]1[C:3]([N:10]([CH:19]2[CH2:24][CH2:23][O:22][CH2:21][CH2:20]2)[NH2:11])=[N:4][C:5]([C:8]#[N:9])=[N:6][CH:7]=1. The catalyst class is: 10. (2) Reactant: CS(O[CH:6]1[CH2:11][CH2:10][N:9]([C:12]([O:14][C:15]([CH3:18])([CH3:17])[CH3:16])=[O:13])[CH2:8][CH2:7]1)(=O)=O.[Br:19][C:20]1[CH:25]=[CH:24][C:23]([SH:26])=[CH:22][CH:21]=1.C(=O)([O-])[O-].[K+].[K+]. Product: [Br:19][C:20]1[CH:25]=[CH:24][C:23]([S:26][CH:6]2[CH2:7][CH2:8][N:9]([C:12]([O:14][C:15]([CH3:16])([CH3:17])[CH3:18])=[O:13])[CH2:10][CH2:11]2)=[CH:22][CH:21]=1. The catalyst class is: 10.